Dataset: Catalyst prediction with 721,799 reactions and 888 catalyst types from USPTO. Task: Predict which catalyst facilitates the given reaction. (1) Reactant: [ClH:1].[C:2]([C:5]1[CH:10]=[CH:9][CH:8]=[CH:7][N:6]=1)(=[NH:4])[NH2:3].C[O-].[Na+].[CH2:14]([CH:21]([C:27](OCC)=[O:28])[C:22](OCC)=[O:23])[C:15]1[CH:20]=[CH:19][CH:18]=[CH:17][CH:16]=1.Cl. Product: [ClH:1].[CH2:14]([CH:21]1[C:27](=[O:28])[NH:3][C:2]([C:5]2[CH:10]=[CH:9][CH:8]=[CH:7][N:6]=2)=[N:4][C:22]1=[O:23])[C:15]1[CH:20]=[CH:19][CH:18]=[CH:17][CH:16]=1. The catalyst class is: 645. (2) Reactant: Cl[CH2:2][C:3]1[CH:8]=[CH:7][C:6]([C:9]2[N:10]=[C:11]3[C:16](=[C:17]4[C:22]=2[CH:21]=[CH:20][CH:19]=[CH:18]4)[CH:15]=[CH:14][CH:13]=[CH:12]3)=[CH:5][CH:4]=1.[S:23]([O-:26])([O-:25])=[O:24].[Na+:27].[Na+]. The catalyst class is: 72. Product: [Na+:27].[CH:15]1[C:16]2[C:11](=[N:10][C:9]([C:6]3[CH:7]=[CH:8][C:3]([CH2:2][S:23]([O-:26])(=[O:25])=[O:24])=[CH:4][CH:5]=3)=[C:22]3[C:17]=2[CH:18]=[CH:19][CH:20]=[CH:21]3)[CH:12]=[CH:13][CH:14]=1. (3) Reactant: [NH2:1][C:2]1[CH:11]=[CH:10][CH:9]=[CH:8][C:3]=1[C:4]([O:6][CH3:7])=[O:5].N1C=CC=CC=1.[CH3:18][O:19][C:20]1[CH:21]=[C:22]([CH:26]=[CH:27][C:28]=1[O:29][CH3:30])[C:23](Cl)=[O:24]. Product: [CH3:18][O:19][C:20]1[CH:21]=[C:22]([CH:26]=[CH:27][C:28]=1[O:29][CH3:30])[C:23]([NH:1][C:2]1[CH:11]=[CH:10][CH:9]=[CH:8][C:3]=1[C:4]([O:6][CH3:7])=[O:5])=[O:24]. The catalyst class is: 2. (4) Reactant: [F:1][C:2]1[C:7]([NH2:8])=[C:6]([N+:9]([O-])=O)[CH:5]=[CH:4][C:3]=1[NH:12][CH2:13][C:14]1[CH:19]=[CH:18][C:17]([F:20])=[CH:16][CH:15]=1.[Cl-].[NH4+].CCN(C(C)C)C(C)C.Cl[C:33]([O:35][CH2:36][CH3:37])=[O:34]. Product: [CH2:36]([O:35][C:33](=[O:34])[NH:9][C:6]1[CH:5]=[CH:4][C:3]([NH:12][CH2:13][C:14]2[CH:19]=[CH:18][C:17]([F:20])=[CH:16][CH:15]=2)=[C:2]([F:1])[C:7]=1[NH2:8])[CH3:37]. The catalyst class is: 284. (5) Reactant: [CH2:1]([C:5]1[CH:6]=[C:7]2[C:12](=[C:13]([O:15][CH:16]3[CH2:21][CH2:20][N:19](C(OC(C)(C)C)=O)[CH2:18][CH2:17]3)[CH:14]=1)[N:11]=[CH:10][CH:9]=[CH:8]2)[CH2:2][CH2:3][CH3:4].C(O)(C(F)(F)F)=O. Product: [CH2:1]([C:5]1[CH:6]=[C:7]2[C:12](=[C:13]([O:15][CH:16]3[CH2:17][CH2:18][NH:19][CH2:20][CH2:21]3)[CH:14]=1)[N:11]=[CH:10][CH:9]=[CH:8]2)[CH2:2][CH2:3][CH3:4]. The catalyst class is: 2.